Dataset: Forward reaction prediction with 1.9M reactions from USPTO patents (1976-2016). Task: Predict the product of the given reaction. (1) Given the reactants Br[C:2]1[CH:3]=[C:4]([CH2:22][CH:23]([OH:25])[CH3:24])[C:5]2[O:14][C:13]3[CH2:12][CH2:11][N:10]([C:15]([O:17][C:18]([CH3:21])([CH3:20])[CH3:19])=[O:16])[CH2:9][C:8]=3[C:6]=2[CH:7]=1.[C:26]1([S:32]([O-:34])=[O:33])[CH:31]=[CH:30][CH:29]=[CH:28][CH:27]=1.[Na+].C(=O)([O-])[O-].[Cs+].[Cs+].CC1(C)C2C(=C(P(C3C=CC=CC=3)C3C=CC=CC=3)C=CC=2)OC2C(P(C3C=CC=CC=3)C3C=CC=CC=3)=CC=CC1=2, predict the reaction product. The product is: [OH:25][CH:23]([CH3:24])[CH2:22][C:4]1[C:5]2[O:14][C:13]3[CH2:12][CH2:11][N:10]([C:15]([O:17][C:18]([CH3:21])([CH3:20])[CH3:19])=[O:16])[CH2:9][C:8]=3[C:6]=2[CH:7]=[C:2]([S:32]([C:26]2[CH:31]=[CH:30][CH:29]=[CH:28][CH:27]=2)(=[O:34])=[O:33])[CH:3]=1. (2) Given the reactants [CH3:1][O:2][C:3]1[CH:4]=[C:5]2[CH2:14][CH:13]([CH2:15][CH:16]3[CH2:21][CH2:20][N:19]([CH2:22][C:23]4[CH:24]=[CH:25][CH:26]=[CH:27][CH:28]=4)[CH2:18][CH2:17]3)[C:11](=[O:12])[C:6]2=[CH:7][C:8]=1[O:9][CH3:10].[C:29]([OH:36])(=[O:35])[CH2:30][CH2:31][C:32]([OH:34])=[O:33], predict the reaction product. The product is: [CH3:1][O:2][C:3]1[CH:4]=[C:5]2[CH2:14][CH:13]([CH2:15][CH:16]3[CH2:17][CH2:18][N:19]([CH2:22][C:23]4[CH:28]=[CH:27][CH:26]=[CH:25][CH:24]=4)[CH2:20][CH2:21]3)[C:11](=[O:12])[C:6]2=[CH:7][C:8]=1[O:9][CH3:10].[C:29]([O-:36])(=[O:35])[CH2:30][CH2:31][C:32]([O-:34])=[O:33]. (3) The product is: [Cl:25][C:26]1[CH:31]=[CH:30][C:29]([N:32]2[CH2:33][CH2:34][N:35]([C:48](=[O:49])[CH2:47][N:44]3[C:45]([CH3:46])=[C:41]([Cl:40])[C:42]([C:51]([F:54])([F:53])[F:52])=[N:43]3)[CH2:36][CH2:37]2)=[CH:28][C:27]=1[O:38][CH3:39]. Given the reactants CN(C(ON1N=NC2C=CC=NC1=2)=[N+](C)C)C.F[P-](F)(F)(F)(F)F.[Cl:25][C:26]1[CH:31]=[CH:30][C:29]([N:32]2[CH2:37][CH2:36][NH:35][CH2:34][CH2:33]2)=[CH:28][C:27]=1[O:38][CH3:39].[Cl:40][C:41]1[C:42]([C:51]([F:54])([F:53])[F:52])=[N:43][N:44]([CH2:47][C:48](O)=[O:49])[C:45]=1[CH3:46], predict the reaction product.